The task is: Predict the product of the given reaction.. This data is from Forward reaction prediction with 1.9M reactions from USPTO patents (1976-2016). (1) Given the reactants [OH:1][N:2]=[C:3](Cl)[C:4]1[CH:9]=[CH:8][CH:7]=[C:6]([N+:10]([O-:12])=[O:11])[CH:5]=1.C([O-])(O)=O.[Na+].[Cl:19][C:20]1[CH:25]=[C:24]([C:26]([C:28]([F:31])([F:30])[F:29])=[CH2:27])[CH:23]=[C:22]([Cl:32])[CH:21]=1, predict the reaction product. The product is: [Cl:19][C:20]1[CH:25]=[C:24]([C:26]2([C:28]([F:31])([F:29])[F:30])[O:1][N:2]=[C:3]([C:4]3[CH:9]=[CH:8][CH:7]=[C:6]([N+:10]([O-:12])=[O:11])[CH:5]=3)[CH2:27]2)[CH:23]=[C:22]([Cl:32])[CH:21]=1. (2) Given the reactants [C:1]([O:5][C:6](=[O:18])[NH:7][C:8]1([C:11](=O)/[CH:12]=[CH:13]/[N:14](C)[CH3:15])[CH2:10][CH2:9]1)([CH3:4])([CH3:3])[CH3:2].C([N:21](CC)CC)C.Cl.C(N)=N, predict the reaction product. The product is: [C:1]([O:5][C:6](=[O:18])[NH:7][C:8]1([C:11]2[CH:12]=[CH:13][N:14]=[CH:15][N:21]=2)[CH2:10][CH2:9]1)([CH3:4])([CH3:3])[CH3:2]. (3) Given the reactants [CH2:1]([O:5][C:6]1[C:11]([Cl:12])=[C:10](Cl)[N:9]=[CH:8][N:7]=1)[C:2]#[C:3][CH3:4].[CH3:14][CH:15]1[CH2:20][CH:19]([CH3:21])[CH2:18][NH:17][CH2:16]1, predict the reaction product. The product is: [CH2:1]([O:5][C:6]1[C:11]([Cl:12])=[C:10]([N:17]2[CH2:18][CH:19]([CH3:21])[CH2:20][CH:15]([CH3:14])[CH2:16]2)[N:9]=[CH:8][N:7]=1)[C:2]#[C:3][CH3:4]. (4) Given the reactants [C:1]([O:5][C:6]([N:8]1[CH2:13][CH2:12][N:11]([C:14]([O:16][C:17]([CH3:20])([CH3:19])[CH3:18])=[O:15])[CH2:10][CH:9]1[C:21]([OH:23])=[O:22])=[O:7])([CH3:4])([CH3:3])[CH3:2].[C:24]([O-])([O-])=O.[K+].[K+].CI, predict the reaction product. The product is: [N:8]1([C:6]([O:5][C:1]([CH3:4])([CH3:2])[CH3:3])=[O:7])[CH2:13][CH2:12][N:11]([C:14]([O:16][C:17]([CH3:20])([CH3:19])[CH3:18])=[O:15])[CH2:10][CH:9]1[C:21]([O:23][CH3:24])=[O:22]. (5) Given the reactants [CH:1]1[C:9]2[C:8]3[CH:10]=[CH:11][CH:12]=[CH:13][C:7]=3[S:6](=O)[C:5]=2[CH:4]=[CH:3][CH:2]=1.[CH3:15][O:16][C:17]1[CH:25]=[CH:24][C:20]([C:21]([OH:23])=[O:22])=[CH:19][CH:18]=1.CS(O)(=O)=O.O=P12OP3(OP(OP(O3)(O1)=O)(=O)O2)=O.[I-:45].[Na+], predict the reaction product. The product is: [I-:45].[C:21]([C:20]1[CH:19]=[CH:18][C:17]([O:16][CH3:15])=[C:25]([S+:6]2[C:5]3[CH:4]=[CH:3][CH:2]=[CH:1][C:9]=3[C:8]3[CH:10]=[CH:11][CH:12]=[CH:13][C:7]2=3)[CH:24]=1)([OH:23])=[O:22]. (6) The product is: [Br:6][C:7]1[CH:8]=[N:9][C:10]([O:5][CH:1]2[CH2:4][CH2:3][CH2:2]2)=[N:11][CH:12]=1. Given the reactants [CH:1]1([OH:5])[CH2:4][CH2:3][CH2:2]1.[Br:6][C:7]1[CH:8]=[N:9][C:10](Cl)=[N:11][CH:12]=1.[H-].[Na+], predict the reaction product.